This data is from Catalyst prediction with 721,799 reactions and 888 catalyst types from USPTO. The task is: Predict which catalyst facilitates the given reaction. (1) Reactant: CCN(C(C)C)C(C)C.C1C=CC2N(O)N=NC=2C=1.[CH3:20][O:21][CH2:22][CH2:23][C:24]([OH:26])=O.CCN=C=NCCCN(C)C.[NH2:38][C@@H:39]1[C:47]2[C:42](=[CH:43][CH:44]=[CH:45][CH:46]=2)[CH2:41][C@H:40]1[NH:48][C:49]([C:51]1[NH:52][C:53]2[C:58]([CH:59]=1)=[CH:57][C:56]([Cl:60])=[CH:55][CH:54]=2)=[O:50]. Product: [Cl:60][C:56]1[CH:57]=[C:58]2[C:53](=[CH:54][CH:55]=1)[NH:52][C:51]([C:49]([NH:48][C@@H:40]1[CH2:41][C:42]3[C:47](=[CH:46][CH:45]=[CH:44][CH:43]=3)[C@H:39]1[NH:38][C:24](=[O:26])[CH2:23][CH2:22][O:21][CH3:20])=[O:50])=[CH:59]2. The catalyst class is: 2. (2) Reactant: [CH3:1][O:2][C:3]([C:5]1[CH:20]=[CH:19][C:8]2[S:9][C:10]([C:12]([O:14]C(C)(C)C)=[O:13])=[CH:11][C:7]=2[CH:6]=1)=[O:4].C(O)(C(F)(F)F)=O. Product: [CH3:1][O:2][C:3]([C:5]1[CH:20]=[CH:19][C:8]2[S:9][C:10]([C:12]([OH:14])=[O:13])=[CH:11][C:7]=2[CH:6]=1)=[O:4]. The catalyst class is: 2.